This data is from Full USPTO retrosynthesis dataset with 1.9M reactions from patents (1976-2016). The task is: Predict the reactants needed to synthesize the given product. (1) Given the product [ClH:29].[ClH:29].[NH2:1][C:4]1[CH:9]=[CH:8][C:7]([NH:10][CH:11]([CH2:12][OH:13])[CH2:14][OH:15])=[C:6]([CH3:16])[CH:5]=1, predict the reactants needed to synthesize it. The reactants are: [N+:1]([C:4]1[CH:9]=[CH:8][C:7]([NH:10][CH:11]([CH2:14][OH:15])[CH2:12][OH:13])=[C:6]([CH3:16])[CH:5]=1)([O-])=O.C1(N)C(F)=C(F)C(F)=C(N)C=1F.[ClH:29].Cl. (2) Given the product [NH2:21][C:10]1[S:11][CH2:12][C@@H:13]2[C@@H:14]([C:17]([F:18])([F:20])[F:19])[O:15][CH2:16][C@:8]2([C:6]2[CH:7]=[C:2]([NH:1][C:38]([C:35]3[CH:34]=[N:33][C:32]([CH3:31])=[CH:37][N:36]=3)=[O:39])[CH:3]=[C:4]([F:30])[C:5]=2[F:29])[N:9]=1, predict the reactants needed to synthesize it. The reactants are: [NH2:1][C:2]1[CH:3]=[C:4]([F:30])[C:5]([F:29])=[C:6]([C@:8]23[CH2:16][O:15][C@H:14]([C:17]([F:20])([F:19])[F:18])[C@H:13]2[CH2:12][S:11][C:10]([NH:21]C(=O)OC(C)(C)C)=[N:9]3)[CH:7]=1.[CH3:31][C:32]1[N:33]=[CH:34][C:35]([C:38](O)=[O:39])=[N:36][CH:37]=1. (3) Given the product [CH2:17]([O:16][C:11](=[O:15])[C:12](=[N:10][NH:9][C:3]1[CH:4]=[CH:5][CH:6]=[C:7]([CH3:8])[C:2]=1[Cl:1])[CH3:14])[CH3:18], predict the reactants needed to synthesize it. The reactants are: [Cl:1][C:2]1[C:7]([CH3:8])=[CH:6][CH:5]=[CH:4][C:3]=1[NH:9][NH2:10].[C:11]([O:16][CH2:17][CH3:18])(=[O:15])[C:12]([CH3:14])=O. (4) Given the product [C:5]([C:7]1[N:8]=[CH:9][S:10][C:11]=1/[CH:12]=[CH:13]\[S:14][C:15]([C:28]1[CH:33]=[CH:32][CH:31]=[CH:30][CH:29]=1)([C:16]1[CH:17]=[CH:18][CH:19]=[CH:20][CH:21]=1)[C:22]1[CH:27]=[CH:26][CH:25]=[CH:24][CH:23]=1)([OH:6])=[O:4], predict the reactants needed to synthesize it. The reactants are: [OH-].[Na+].C[O:4][C:5]([C:7]1[N:8]=[CH:9][S:10][C:11]=1/[CH:12]=[CH:13]\[S:14][C:15]([C:28]1[CH:33]=[CH:32][CH:31]=[CH:30][CH:29]=1)([C:22]1[CH:27]=[CH:26][CH:25]=[CH:24][CH:23]=1)[C:16]1[CH:21]=[CH:20][CH:19]=[CH:18][CH:17]=1)=[O:6].Cl.C(OCC)(=O)C. (5) Given the product [C:43]([O:47][C:48](=[O:59])[NH:49][CH2:50][C:51]([N:52]1[CH2:53][CH2:54][N:55]([C:23](=[O:25])[C:22]2[CH:26]=[C:27]([Cl:30])[CH:28]=[CH:29][C:21]=2[Cl:20])[CH2:56][CH2:57]1)=[O:58])([CH3:46])([CH3:44])[CH3:45], predict the reactants needed to synthesize it. The reactants are: C1C=CC2N(O)N=NC=2C=1.CCN(C(C)C)C(C)C.[Cl:20][C:21]1[CH:29]=[CH:28][C:27]([Cl:30])=[CH:26][C:22]=1[C:23]([OH:25])=O.CCN=C=NCCCN(C)C.Cl.[C:43]([O:47][C:48](=[O:59])[NH:49][CH2:50][C:51](=[O:58])[N:52]1[CH2:57][CH2:56][NH:55][CH2:54][CH2:53]1)([CH3:46])([CH3:45])[CH3:44]. (6) Given the product [OH:1][C:2]1[C:3]2[C:13]([C:14]3[CH:19]=[CH:18][C:17]([CH2:20][CH2:21][CH2:22][CH2:23][CH2:24][OH:25])=[CH:16][CH:15]=3)=[CH:12][S:11][C:4]=2[NH:5][C:6](=[O:10])[C:7]=1[C:8]#[N:9], predict the reactants needed to synthesize it. The reactants are: [OH:1][C:2]1[C:3]2[C:13]([C:14]3[CH:19]=[CH:18][C:17]([C:20]#[C:21][CH2:22][CH2:23][CH2:24][OH:25])=[CH:16][CH:15]=3)=[CH:12][S:11][C:4]=2[NH:5][C:6](=[O:10])[C:7]=1[C:8]#[N:9].